From a dataset of Full USPTO retrosynthesis dataset with 1.9M reactions from patents (1976-2016). Predict the reactants needed to synthesize the given product. (1) Given the product [CH3:13][N:14]([CH2:2][C:3]1[CH:12]=[CH:11][C:6]([C:7]([O:9][CH3:10])=[O:8])=[CH:5][N:4]=1)[CH3:15], predict the reactants needed to synthesize it. The reactants are: Br[CH2:2][C:3]1[CH:12]=[CH:11][C:6]([C:7]([O:9][CH3:10])=[O:8])=[CH:5][N:4]=1.[CH3:13][NH:14][CH3:15].O. (2) Given the product [CH3:12][C:6]1[C:7]([OH:11])=[C:8]([O:9][CH3:10])[C:3]([O:2][CH3:1])=[C:4]([OH:13])[CH:5]=1, predict the reactants needed to synthesize it. The reactants are: [CH3:1][O:2][C:3]1[C:4](=[O:13])[CH:5]=[C:6]([CH3:12])[C:7](=[O:11])[C:8]=1[O:9][CH3:10].S(S([O-])=O)([O-])=O.[Na+].[Na+].Cl. (3) Given the product [CH3:1][O:2][C:3]([C:5]1([CH2:16][NH:17][C:30](=[O:31])[CH2:29][C:28]([O:27][CH2:25][CH3:26])=[O:33])[CH2:8][N:7]([C:9]([O:11][C:12]([CH3:14])([CH3:13])[CH3:15])=[O:10])[CH2:6]1)=[O:4], predict the reactants needed to synthesize it. The reactants are: [CH3:1][O:2][C:3]([C:5]1([CH2:16][NH2:17])[CH2:8][N:7]([C:9]([O:11][C:12]([CH3:15])([CH3:14])[CH3:13])=[O:10])[CH2:6]1)=[O:4].C(N(CC)CC)C.[CH2:25]([O:27][C:28](=[O:33])[CH2:29][C:30](Cl)=[O:31])[CH3:26].C([O-])(O)=O.[Na+]. (4) Given the product [CH3:2][O:3][C:4]1[CH:5]=[C:6]([C:12]2[C:13]([CH3:25])([CH3:24])[C:14](=[O:23])[N:15]([CH:17]3[CH2:22][CH2:21][N:20]([C:38]([C:29]4[C:28]([O:27][CH3:26])=[CH:37][C:36]5[C:31](=[CH:32][CH:33]=[CH:34][CH:35]=5)[CH:30]=4)=[O:39])[CH2:19][CH2:18]3)[N:16]=2)[CH:7]=[CH:8][C:9]=1[O:10][CH3:11], predict the reactants needed to synthesize it. The reactants are: Cl.[CH3:2][O:3][C:4]1[CH:5]=[C:6]([C:12]2[C:13]([CH3:25])([CH3:24])[C:14](=[O:23])[N:15]([CH:17]3[CH2:22][CH2:21][NH:20][CH2:19][CH2:18]3)[N:16]=2)[CH:7]=[CH:8][C:9]=1[O:10][CH3:11].[CH3:26][O:27][C:28]1[C:29]([C:38](O)=[O:39])=[CH:30][C:31]2[C:36]([CH:37]=1)=[CH:35][CH:34]=[CH:33][CH:32]=2. (5) Given the product [C:1]([O:5][C:6](=[O:17])[NH:7][C:8]1[CH:13]=[C:12]([CH3:14])[C:11]([O:15][CH2:25][CH3:26])=[CH:10][C:9]=1[CH3:16])([CH3:4])([CH3:3])[CH3:2], predict the reactants needed to synthesize it. The reactants are: [C:1]([O:5][C:6](=[O:17])[NH:7][C:8]1[CH:13]=[C:12]([CH3:14])[C:11]([OH:15])=[CH:10][C:9]=1[CH3:16])([CH3:4])([CH3:3])[CH3:2].C(=O)([O-])[O-].[K+].[K+].Br[CH2:25][CH3:26].O. (6) Given the product [Cl:11][C:12]1[C:21]2[C:16](=[CH:17][CH:18]=[CH:19][CH:20]=2)[C:15]([N:5]2[CH2:6][C@@H:7]([CH3:10])[NH:8][CH2:9][C@H:4]2[CH3:3])=[N:14][N:13]=1, predict the reactants needed to synthesize it. The reactants are: Br.Br.[CH3:3][C@@H:4]1[CH2:9][NH:8][C@H:7]([CH3:10])[CH2:6][NH:5]1.[Cl:11][C:12]1[C:21]2[C:16](=[CH:17][CH:18]=[CH:19][CH:20]=2)[C:15](Cl)=[N:14][N:13]=1.C(=O)([O-])[O-].[K+].[K+].CN1CCCC1=O. (7) Given the product [F:54][C:55]1[CH:56]=[CH:57][C:58]([C:64]2[N:65]=[CH:66][CH:67]=[CH:68][N:69]=2)=[C:59]([CH:63]=1)[C:60]([NH:53][C@H:49]1[CH2:50][CH2:51][CH2:52][C@@H:48]1[NH:47][C:38]1[C:37]([F:36])=[CH:42][C:41]([C:43]([F:46])([F:44])[F:45])=[CH:40][N:39]=1)=[O:61], predict the reactants needed to synthesize it. The reactants are: C(OC1C=NC(C2C=CC=CC=2C(N[C@H]2CCC[C@@H]2NC2C=NC(C(F)(F)F)=CN=2)=O)=NC=1)C.Cl.[F:36][C:37]1[C:38]([NH:47][C@H:48]2[CH2:52][CH2:51][CH2:50][C@@H:49]2[NH2:53])=[N:39][CH:40]=[C:41]([C:43]([F:46])([F:45])[F:44])[CH:42]=1.[F:54][C:55]1[CH:56]=[CH:57][C:58]([C:64]2[N:69]=[CH:68][CH:67]=[CH:66][N:65]=2)=[C:59]([CH:63]=1)[C:60](O)=[O:61]. (8) The reactants are: [CH:1]1([CH2:4][N:5]([CH2:15][CH2:16][CH3:17])[C:6]2[N:11]=[CH:10][N:9]=[C:8]([C:12]([OH:14])=O)[CH:7]=2)[CH2:3][CH2:2]1.C(N(C(C)C)CC)(C)C.ClC(OC)=O.[O:32]=[C:33]1[NH:37][CH:36]([CH2:38][C:39]2[CH:45]=[CH:44][C:42]([NH2:43])=[CH:41][CH:40]=2)[CH2:35][O:34]1. Given the product [CH:1]1([CH2:4][N:5]([CH2:15][CH2:16][CH3:17])[C:6]2[N:11]=[CH:10][N:9]=[C:8]([C:12]([NH:43][C:42]3[CH:41]=[CH:40][C:39]([CH2:38][CH:36]4[CH2:35][O:34][C:33](=[O:32])[NH:37]4)=[CH:45][CH:44]=3)=[O:14])[CH:7]=2)[CH2:2][CH2:3]1, predict the reactants needed to synthesize it. (9) Given the product [C:22]1([CH2:21][C:20]([N:16]2[C:17]3[C:13](=[CH:12][C:11]([C:8]4[C:7]5[C:2]([NH2:1])=[N:3][CH:4]=[C:5]([C:29]6[CH2:30][CH2:31][NH:32][CH2:33][CH:34]=6)[C:6]=5[S:10][CH:9]=4)=[CH:19][CH:18]=3)[CH2:14][CH2:15]2)=[O:28])[CH:27]=[CH:26][CH:25]=[CH:24][CH:23]=1, predict the reactants needed to synthesize it. The reactants are: [NH2:1][C:2]1[C:7]2[C:8]([C:11]3[CH:12]=[C:13]4[C:17](=[CH:18][CH:19]=3)[N:16]([C:20](=[O:28])[CH2:21][C:22]3[CH:27]=[CH:26][CH:25]=[CH:24][CH:23]=3)[CH2:15][CH2:14]4)=[CH:9][S:10][C:6]=2[C:5]([C:29]2[CH2:30][CH2:31][N:32](C(OC(C)(C)C)=O)[CH2:33][CH:34]=2)=[CH:4][N:3]=1.C(O)(C(F)(F)F)=O.